Predict the reaction yield, written as a fraction of the theoretical maximum amount of product (1.0 means a 100% yield; for example, 0.34 means a 34% yield). From a dataset of Reaction yield outcomes from USPTO patents with 853,638 reactions. (1) The reactants are Cl[C:2]1[C:3]([C:16]2[CH:21]=[CH:20][C:19]([F:22])=[CH:18][CH:17]=2)=[N:4][C:5]2[C:10]([N:11]=1)=[CH:9][C:8]([C:12]([O:14][CH3:15])=[O:13])=[CH:7][CH:6]=2.CCN(C(C)C)C(C)C.[N:32]1[CH:37]=[CH:36][CH:35]=[CH:34][C:33]=1[CH2:38][NH2:39]. The catalyst is CS(C)=O. The product is [F:22][C:19]1[CH:20]=[CH:21][C:16]([C:3]2[C:2]([NH:39][CH2:38][C:33]3[CH:34]=[CH:35][CH:36]=[CH:37][N:32]=3)=[N:11][C:10]3[C:5](=[CH:6][CH:7]=[C:8]([C:12]([O:14][CH3:15])=[O:13])[CH:9]=3)[N:4]=2)=[CH:17][CH:18]=1. The yield is 0.810. (2) The reactants are [CH3:1][O:2][C:3]1[C:4]([CH:9]=O)=[N:5][CH:6]=[CH:7][N:8]=1.[F:11][C:12]1[CH:17]=[CH:16][CH:15]=[CH:14][C:13]=1/[CH:18]=[CH:19]/[CH:20]1[CH2:25][CH2:24][NH:23][CH2:22][CH2:21]1.C(O[BH-](OC(=O)C)OC(=O)C)(=O)C.[Na+].C(=O)(O)[O-].[Na+]. The catalyst is ClCCCl.C(O)(=O)C.C(OCC)(=O)C. The product is [F:11][C:12]1[CH:17]=[CH:16][CH:15]=[CH:14][C:13]=1/[CH:18]=[CH:19]/[CH:20]1[CH2:21][CH2:22][N:23]([CH2:9][C:4]2[C:3]([O:2][CH3:1])=[N:8][CH:7]=[CH:6][N:5]=2)[CH2:24][CH2:25]1. The yield is 0.820.